Dataset: Catalyst prediction with 721,799 reactions and 888 catalyst types from USPTO. Task: Predict which catalyst facilitates the given reaction. (1) Reactant: [NH2:1][C@H:2]1[CH2:6][O:5][C@@H:4]([CH2:7][OH:8])[C@@H:3]1[O:9][CH2:10][C:11]1[CH:16]=[CH:15][CH:14]=[CH:13][CH:12]=1.[C:17](O[C:17]([O:19][C:20]([CH3:23])([CH3:22])[CH3:21])=[O:18])([O:19][C:20]([CH3:23])([CH3:22])[CH3:21])=[O:18]. Product: [CH2:10]([O:9][C@H:3]1[C@H:4]([CH2:7][OH:8])[O:5][CH2:6][C@@H:2]1[NH:1][C:17](=[O:18])[O:19][C:20]([CH3:23])([CH3:22])[CH3:21])[C:11]1[CH:16]=[CH:15][CH:14]=[CH:13][CH:12]=1. The catalyst class is: 7. (2) Reactant: [C:1]1([C@@H:7]2[NH:13][CH2:12][C:11]3[CH:14]=[CH:15][C:16]([C:18]([O:20][CH3:21])=[O:19])=[CH:17][C:10]=3[O:9][CH2:8]2)[CH:6]=[CH:5][CH:4]=[CH:3][CH:2]=1.[N:22]1([C:28](Cl)=[O:29])[CH2:27][CH2:26][O:25][CH2:24][CH2:23]1.CCN(CC)CC. Product: [N:22]1([C:28]([N:13]2[CH2:12][C:11]3[CH:14]=[CH:15][C:16]([C:18]([O:20][CH3:21])=[O:19])=[CH:17][C:10]=3[O:9][CH2:8][C@@H:7]2[C:1]2[CH:2]=[CH:3][CH:4]=[CH:5][CH:6]=2)=[O:29])[CH2:27][CH2:26][O:25][CH2:24][CH2:23]1. The catalyst class is: 172. (3) Reactant: [CH3:1][O:2][C:3](=[O:14])[CH2:4][CH2:5][C:6]1[CH:11]=[CH:10][C:9]([NH2:12])=[CH:8][C:7]=1[CH3:13].[CH3:15][C:16]1[N:17]=[C:18]([C:23]2[CH:28]=[CH:27][C:26]([C:29]([F:32])([F:31])[F:30])=[CH:25][CH:24]=2)[S:19][C:20]=1[CH:21]=O.C(O)(=O)C.C(O[BH-](OC(=O)C)OC(=O)C)(=O)C.[Na+]. Product: [CH3:1][O:2][C:3](=[O:14])[CH2:4][CH2:5][C:6]1[CH:11]=[CH:10][C:9]([NH:12][CH2:21][C:20]2[S:19][C:18]([C:23]3[CH:24]=[CH:25][C:26]([C:29]([F:32])([F:30])[F:31])=[CH:27][CH:28]=3)=[N:17][C:16]=2[CH3:15])=[CH:8][C:7]=1[CH3:13]. The catalyst class is: 2. (4) Reactant: [N:1]1([S:7]([C:10]2[CH:15]=[CH:14][C:13]([C:16](=O)[CH3:17])=[CH:12][CH:11]=2)(=[O:9])=[O:8])[CH2:6][CH2:5][O:4][CH2:3][CH2:2]1.Cl.[NH:20]([C:24]1[CH:33]=[CH:32][C:27]([C:28]([O:30]C)=[O:29])=[CH:26][CH:25]=1)[C:21]([NH2:23])=[NH:22].[C:34]([O-])([O-])=O.[K+].[K+]. Product: [N:1]1([S:7]([C:10]2[CH:15]=[CH:14][C:13]([C:16]3[CH:17]=[CH:34][N:23]=[C:21]([NH:20][C:24]4[CH:33]=[CH:32][C:27]([C:28]([OH:30])=[O:29])=[CH:26][CH:25]=4)[N:22]=3)=[CH:12][CH:11]=2)(=[O:9])=[O:8])[CH2:6][CH2:5][O:4][CH2:3][CH2:2]1. The catalyst class is: 74.